From a dataset of Forward reaction prediction with 1.9M reactions from USPTO patents (1976-2016). Predict the product of the given reaction. (1) The product is: [F:1][C:2]([F:7])([F:6])[C:3]([OH:5])=[O:4].[Br:8][C:9]1[C:10]([OH:45])=[C:11]([C@H:16]([NH:23][C:24](=[O:44])[CH2:25][NH:26][C:27](=[O:43])[C:28]2[CH:33]=[C:32]([NH:34][C:35]3[CH2:36][CH2:37][CH2:38][CH2:39][CH2:40][N:41]=3)[CH:31]=[C:30]([OH:42])[CH:29]=2)[CH2:17][C:18]([OH:20])=[O:19])[CH:12]=[C:13]([Cl:15])[CH:14]=1. Given the reactants [F:1][C:2]([F:7])([F:6])[C:3]([OH:5])=[O:4].[Br:8][C:9]1[C:10]([OH:45])=[C:11]([C@H:16]([NH:23][C:24](=[O:44])[CH2:25][NH:26][C:27](=[O:43])[C:28]2[CH:33]=[C:32]([NH:34][C:35]3[CH2:36][CH2:37][CH2:38][CH2:39][CH2:40][N:41]=3)[CH:31]=[C:30]([OH:42])[CH:29]=2)[CH2:17][C:18]([O:20]CC)=[O:19])[CH:12]=[C:13]([Cl:15])[CH:14]=1.[OH-].[Li+], predict the reaction product. (2) Given the reactants [CH3:1][O:2][C:3]([CH:5]1[NH:10][CH:9]([CH2:11][CH:12]=[CH2:13])[CH2:8][N:7]([C:14]([O:16][CH2:17][C:18]2[CH:23]=[CH:22][CH:21]=[CH:20][CH:19]=2)=[O:15])[CH2:6]1)=[O:4].[C:24]([N:31]([CH2:36][CH:37]=[CH2:38])CC(O)=O)([O:26][C:27]([CH3:30])([CH3:29])[CH3:28])=[O:25].[CH2:39]([O:43]C1C=CC2C(=CC=CC=2)N1C(OCC(C)C)=O)C(C)C.[CH2:61]1COCC1, predict the reaction product. The product is: [CH3:1][O:2][C:3]([CH:5]1[N:10]([C:39](=[O:43])[CH:36]([NH:31][C:24]([O:26][C:27]([CH3:28])([CH3:29])[CH3:30])=[O:25])[CH2:37][CH:38]=[CH2:61])[CH:9]([CH2:11][CH:12]=[CH2:13])[CH2:8][N:7]([C:14]([O:16][CH2:17][C:18]2[CH:23]=[CH:22][CH:21]=[CH:20][CH:19]=2)=[O:15])[CH2:6]1)=[O:4]. (3) Given the reactants Br[CH2:2][CH2:3][CH2:4][O:5][C:6]1[CH:11]=[CH:10][C:9]([C:12]2[C:13]3[CH:20]=[CH:19][CH:18]=[CH:17][C:14]=3[S:15][CH:16]=2)=[CH:8][CH:7]=1.[Cl:21][C:22]1[CH:29]=[CH:28][CH:27]=[CH:26][C:23]=1[CH2:24][NH2:25].C(=O)([O-])[O-].[K+].[K+], predict the reaction product. The product is: [S:15]1[CH:16]=[C:12]([C:9]2[CH:10]=[CH:11][C:6]([O:5][CH2:4][CH2:3][CH2:2][NH:25][CH2:24][C:23]3[CH:26]=[CH:27][CH:28]=[CH:29][C:22]=3[Cl:21])=[CH:7][CH:8]=2)[C:13]2[CH:20]=[CH:19][CH:18]=[CH:17][C:14]1=2. (4) Given the reactants [NH2:1][CH2:2][CH2:3][O:4][C:5]1[CH:14]=[CH:13][CH:12]=[C:11]2[C:6]=1[C:7]([NH:15][C:16]1[CH:21]=[CH:20][C:19]([O:22][CH2:23][C:24]3[N:25]=[CH:26][S:27][CH:28]=3)=[C:18]([Cl:29])[CH:17]=1)=[N:8][CH:9]=[N:10]2.[OH:30][C@H:31]1[CH2:36][CH2:35][O:34][C:32]1=[O:33], predict the reaction product. The product is: [Cl:29][C:18]1[CH:17]=[C:16]([NH:15][C:7]2[C:6]3[C:11](=[CH:12][CH:13]=[CH:14][C:5]=3[O:4][CH2:3][CH2:2][NH:1][C:32](=[O:33])[C@@H:31]([OH:30])[CH2:36][CH2:35][OH:34])[N:10]=[CH:9][N:8]=2)[CH:21]=[CH:20][C:19]=1[O:22][CH2:23][C:24]1[N:25]=[CH:26][S:27][CH:28]=1.